This data is from Reaction yield outcomes from USPTO patents with 853,638 reactions. The task is: Predict the reaction yield, written as a fraction of the theoretical maximum amount of product (1.0 means a 100% yield; for example, 0.34 means a 34% yield). (1) The reactants are [CH3:1][O:2][C:3]1[CH:4]=[C:5]2[C:10](=[CH:11][C:12]=1[O:13][CH3:14])[N:9]=[CH:8][CH:7]=[C:6]2[O:15][C:16]1[C:22]([CH3:23])=[CH:21][C:19]([NH2:20])=[C:18]([CH3:24])[CH:17]=1.C1(C)C=CC=CC=1.C(N(CC)CC)C.Cl[C:40](Cl)([O:42][C:43](=[O:49])OC(Cl)(Cl)Cl)Cl.[N:51]1[CH:56]=[CH:55][CH:54]=[CH:53][C:52]=1[S:57][CH2:58][CH2:59]CO. The catalyst is C(Cl)Cl. The product is [CH3:1][O:2][C:3]1[CH:4]=[C:5]2[C:10](=[CH:11][C:12]=1[O:13][CH3:14])[N:9]=[CH:8][CH:7]=[C:6]2[O:15][C:16]1[C:22]([CH3:23])=[CH:21][C:19]([NH:20][C:43](=[O:49])[O:42][CH2:40][CH2:59][CH2:58][S:57][C:52]2[CH:53]=[CH:54][CH:55]=[CH:56][N:51]=2)=[C:18]([CH3:24])[CH:17]=1. The yield is 0.100. (2) The reactants are [OH:1][C:2]1[CH:7]=[CH:6][C:5]([CH3:8])=[CH:4][C:3]=1[C:9](=[O:11])[CH3:10].[Br:12]Br.O. The catalyst is ClCCl.[Fe]. The product is [Br:12][C:7]1[C:2]([OH:1])=[C:3]([C:9](=[O:11])[CH3:10])[CH:4]=[C:5]([CH3:8])[CH:6]=1. The yield is 0.480. (3) The reactants are [C:1]([O:5][C:6]([N:8]([CH2:26][C:27]([O:29][C:30]([CH3:33])([CH3:32])[CH3:31])=[O:28])[C:9]1[CH:14]=[CH:13][CH:12]=[C:11]([CH2:15][NH:16][S:17]([C:20]2[CH:21]=[N:22][CH:23]=[CH:24][CH:25]=2)(=[O:19])=[O:18])[N:10]=1)=[O:7])([CH3:4])([CH3:3])[CH3:2].[CH2:34]([C:36]1([C:40]2[CH:47]=[CH:46][C:43]([CH2:44]O)=[CH:42][CH:41]=2)[CH2:39][CH2:38][CH2:37]1)[CH3:35].C(P(CCCC)CCCC)CCC.CN(C)C(N=NC(N(C)C)=O)=O. The catalyst is O.O1CCCC1. The product is [C:1]([O:5][C:6]([N:8]([CH2:26][C:27]([O:29][C:30]([CH3:33])([CH3:32])[CH3:31])=[O:28])[C:9]1[CH:14]=[CH:13][CH:12]=[C:11]([CH:15]([CH2:44][C:43]2[CH:46]=[CH:47][C:40]([C:36]3([CH2:34][CH3:35])[CH2:37][CH2:38][CH2:39]3)=[CH:41][CH:42]=2)[NH:16][S:17]([C:20]2[CH:21]=[N:22][CH:23]=[CH:24][CH:25]=2)(=[O:19])=[O:18])[N:10]=1)=[O:7])([CH3:4])([CH3:3])[CH3:2]. The yield is 0.970. (4) The reactants are [Br:1][C:2]1[C:7]([F:8])=[CH:6][C:5]([N:9]2[CH:14]=[C:13]([O:15][CH3:16])[C:12](=[O:17])[C:11]([C:18]([O:20]C)=[O:19])=[N:10]2)=[C:4]([F:22])[CH:3]=1.[OH-].[Na+].Cl. The catalyst is CCO. The product is [Br:1][C:2]1[C:7]([F:8])=[CH:6][C:5]([N:9]2[CH:14]=[C:13]([O:15][CH3:16])[C:12](=[O:17])[C:11]([C:18]([OH:20])=[O:19])=[N:10]2)=[C:4]([F:22])[CH:3]=1. The yield is 1.00. (5) The reactants are COC(C1[C:14]2[C:9](=[CH:10][CH:11]=[CH:12][CH:13]=2)[N:8]([C:15]([C:17]2[C:18]([O:24][C:25]3[CH:30]=[C:29]([Cl:31])[CH:28]=[CH:27][C:26]=3[Cl:32])=[N:19][CH:20]=[C:21]([F:23])[CH:22]=2)=[O:16])[CH2:7]C1)=O.[O:33]1[CH:37]=[CH:36][C:35]([CH:38]=O)=[CH:34]1.C([Sn](Cl)(Cl)CCCC)CCC.C1([SiH3])C=CC=CC=1.[CH3:58][N:59](C=O)C. No catalyst specified. The product is [Cl:32][C:26]1[CH:27]=[CH:28][C:29]([Cl:31])=[CH:30][C:25]=1[O:24][C:18]1[C:17]([C:15]([N:8]2[C:9]3[C:14](=[CH:13][CH:12]=[CH:11][CH:10]=3)[N:59]([CH2:38][C:35]3[CH:36]=[CH:37][O:33][CH:34]=3)[CH2:58][CH2:7]2)=[O:16])=[CH:22][C:21]([F:23])=[CH:20][N:19]=1. The yield is 0.180. (6) The reactants are C(Cl)CCl.C1C=CC2N(O)N=NC=2C=1.[CH3:15][O:16][C:17]1[C:31]([O:32][CH3:33])=[CH:30][C:20]2[NH:21][C:22]([C:24]3[C:28]([NH2:29])=[CH:27][NH:26][N:25]=3)=[N:23][C:19]=2[CH:18]=1.[F:34][C:35]1[CH:36]=[CH:37][C:38]([O:44][CH3:45])=[C:39]([CH:43]=1)[C:40](O)=[O:41]. The catalyst is CN(C=O)C. The product is [CH3:33][O:32][C:31]1[C:17]([O:16][CH3:15])=[CH:18][C:19]2[NH:23][C:22]([C:24]3[C:28]([NH:29][C:40](=[O:41])[C:39]4[CH:43]=[C:35]([F:34])[CH:36]=[CH:37][C:38]=4[O:44][CH3:45])=[CH:27][NH:26][N:25]=3)=[N:21][C:20]=2[CH:30]=1. The yield is 0.810. (7) The reactants are C1C2C(COC([NH:18][C@H:19]([C:28]([N:30]([C@@H:42]([CH3:50])[CH:43]([O:47][CH2:48][CH3:49])[O:44][CH2:45][CH3:46])[CH2:31][C:32]3[C:41]4[C:36](=[CH:37][CH:38]=[CH:39][CH:40]=4)[CH:35]=[CH:34][CH:33]=3)=[O:29])[CH2:20][C:21]([O:23][C:24]([CH3:27])([CH3:26])[CH3:25])=[O:22])=O)C3C(=CC=CC=3)C=2C=CC=1.N1CCCCC1.CC(=O)OCC.CO. The catalyst is C(Cl)Cl. The product is [NH2:18][C@H:19]([C:28]([N:30]([C@@H:42]([CH3:50])[CH:43]([O:47][CH2:48][CH3:49])[O:44][CH2:45][CH3:46])[CH2:31][C:32]1[C:41]2[C:36](=[CH:37][CH:38]=[CH:39][CH:40]=2)[CH:35]=[CH:34][CH:33]=1)=[O:29])[CH2:20][C:21]([O:23][C:24]([CH3:27])([CH3:25])[CH3:26])=[O:22]. The yield is 0.830.